From a dataset of Reaction yield outcomes from USPTO patents with 853,638 reactions. Predict the reaction yield, written as a fraction of the theoretical maximum amount of product (1.0 means a 100% yield; for example, 0.34 means a 34% yield). The reactants are [OH:1][CH2:2][CH2:3][CH2:4][C:5]1[CH:10]=[CH:9][C:8]([NH:11][C:12](=[O:18])[O:13][C:14]([CH3:17])([CH3:16])[CH3:15])=[CH:7][CH:6]=1.C(N(CC)CC)C.[CH3:26][S:27](Cl)(=[O:29])=[O:28]. The catalyst is C(Cl)Cl. The product is [CH3:26][S:27]([O:1][CH2:2][CH2:3][CH2:4][C:5]1[CH:10]=[CH:9][C:8]([NH:11][C:12]([O:13][C:14]([CH3:15])([CH3:17])[CH3:16])=[O:18])=[CH:7][CH:6]=1)(=[O:29])=[O:28]. The yield is 0.920.